From a dataset of Catalyst prediction with 721,799 reactions and 888 catalyst types from USPTO. Predict which catalyst facilitates the given reaction. (1) Reactant: C[O:2][C:3]1[CH:4]=[CH:5][C:6]2[O:11][CH2:10][CH2:9][N:8]([CH2:12][CH2:13][NH:14][C:15](=[O:17])[CH3:16])[C:7]=2[CH:18]=1.B(Br)(Br)Br.C(=O)([O-])O.[Na+]. Product: [OH:2][C:3]1[CH:4]=[CH:5][C:6]2[O:11][CH2:10][CH2:9][N:8]([CH2:12][CH2:13][NH:14][C:15](=[O:17])[CH3:16])[C:7]=2[CH:18]=1. The catalyst class is: 4. (2) Reactant: [C:1]([O:5][C:6](=[O:33])[NH:7][CH:8]([C:28]1[NH:29][CH:30]=[CH:31][N:32]=1)[CH2:9][C:10]1[CH:18]=[C:17]([CH3:19])[C:16]2[C:12](=[CH:13][N:14]([CH2:20][O:21][CH2:22][CH2:23][Si:24]([CH3:27])([CH3:26])[CH3:25])[N:15]=2)[CH:11]=1)([CH3:4])([CH3:3])[CH3:2].Br[CH2:35][CH2:36][C:37]1[CH:42]=[CH:41][CH:40]=[CH:39][CH:38]=1.C(=O)([O-])[O-].[K+].[K+]. Product: [CH3:19][C:17]1[C:16]2[C:12](=[CH:13][N:14]([CH2:20][O:21][CH2:22][CH2:23][Si:24]([CH3:25])([CH3:27])[CH3:26])[N:15]=2)[CH:11]=[C:10]([CH2:9][CH:8]([NH:7][C:6](=[O:33])[O:5][C:1]([CH3:4])([CH3:2])[CH3:3])[C:28]2[N:29]([CH2:35][CH2:36][C:37]3[CH:42]=[CH:41][CH:40]=[CH:39][CH:38]=3)[CH:30]=[CH:31][N:32]=2)[CH:18]=1. The catalyst class is: 9. (3) Reactant: [N+:1]([C:4]1[CH:13]=[CH:12][C:7]([O:8][CH2:9][CH2:10][OH:11])=[CH:6][CH:5]=1)([O-:3])=[O:2].N1C=CN=C1.[CH3:19][C:20]([Si:23](Cl)([CH3:25])[CH3:24])([CH3:22])[CH3:21].CCCCCC.C(OCC)(=O)C. Product: [C:20]([Si:23]([CH3:25])([CH3:24])[O:11][CH2:10][CH2:9][O:8][C:7]1[CH:12]=[CH:13][C:4]([N+:1]([O-:3])=[O:2])=[CH:5][CH:6]=1)([CH3:22])([CH3:21])[CH3:19]. The catalyst class is: 18.